Dataset: Full USPTO retrosynthesis dataset with 1.9M reactions from patents (1976-2016). Task: Predict the reactants needed to synthesize the given product. (1) Given the product [F:1][C:2]1[CH:3]=[C:4]([CH:44]=[CH:45][CH:46]=1)[CH2:5][N:6]1[C:10]([CH3:11])=[C:9]([C:12]2[C:20]3[C:15](=[N:16][CH:17]=[C:18]([C:21]4[CH:22]=[CH:23][C:24]([N:27]5[CH2:28][CH2:29][O:30][CH2:31][CH2:32]5)=[CH:25][CH:26]=4)[CH:19]=3)[NH:14][CH:13]=2)[C:8]([CH3:43])=[N:7]1, predict the reactants needed to synthesize it. The reactants are: [F:1][C:2]1[CH:3]=[C:4]([CH:44]=[CH:45][CH:46]=1)[CH2:5][N:6]1[C:10]([CH3:11])=[C:9]([C:12]2[C:20]3[C:15](=[N:16][CH:17]=[C:18]([C:21]4[CH:26]=[CH:25][C:24]([N:27]5[CH2:32][CH2:31][O:30][CH2:29][CH2:28]5)=[CH:23][CH:22]=4)[CH:19]=3)[N:14](S(C3C=CC(C)=CC=3)(=O)=O)[CH:13]=2)[C:8]([CH3:43])=[N:7]1.[OH-].[Li+]. (2) Given the product [CH:42]1([NH:41][C:19]2[N:18]=[C:17]3[CH2:16][NH:15][CH2:24][CH2:23][C:22]3=[N:21][C:20]=2[N:25]2[CH2:30][CH2:29][CH:28]([O:31][C:32]3[CH:37]=[CH:36][C:35]([O:38][CH3:39])=[CH:34][C:33]=3[F:40])[CH2:27][CH2:26]2)[CH2:43][CH2:44]1.[C:2]([OH:3])([C:4]([F:7])([F:6])[F:5])=[O:1], predict the reactants needed to synthesize it. The reactants are: [OH:1][C:2]([C:4]([F:7])([F:6])[F:5])=[O:3].C([N:15]1[CH2:24][CH2:23][C:22]2[C:17](=[N:18][C:19]([NH:41][CH:42]3[CH2:44][CH2:43]3)=[C:20]([N:25]3[CH2:30][CH2:29][CH:28]([O:31][C:32]4[CH:37]=[CH:36][C:35]([O:38][CH3:39])=[CH:34][C:33]=4[F:40])[CH2:27][CH2:26]3)[N:21]=2)[CH2:16]1)C1C=CC=CC=1. (3) Given the product [Cl:26][C:6]1([C:4]([OH:5])=[O:3])[CH2:10][CH2:9][N:8]([CH2:11][C:12]2[CH:17]=[CH:16][CH:15]=[C:14]([O:18][C:19]3[CH:24]=[CH:23][CH:22]=[CH:21][CH:20]=3)[CH:13]=2)[C:7]1=[O:25], predict the reactants needed to synthesize it. The reactants are: C([O:3][C:4]([C:6]1([Cl:26])[CH2:10][CH2:9][N:8]([CH2:11][C:12]2[CH:17]=[CH:16][CH:15]=[C:14]([O:18][C:19]3[CH:24]=[CH:23][CH:22]=[CH:21][CH:20]=3)[CH:13]=2)[C:7]1=[O:25])=[O:5])C.[OH-].[Na+]. (4) The reactants are: Cl.C[O:3][C:4](=[O:16])[C@H:5]([CH2:7][C:8]1[CH:13]=[CH:12][C:11]([Cl:14])=[C:10]([Br:15])[CH:9]=1)[NH2:6].[N:17]1[S:21][N:20]=[C:19]2[C:22]([S:26]([NH:29][C:30]3[CH:38]=[C:37]([Br:39])[CH:36]=[CH:35][C:31]=3[C:32](O)=[O:33])(=[O:28])=[O:27])=[CH:23][CH:24]=[CH:25][C:18]=12. Given the product [N:17]1[S:21][N:20]=[C:19]2[C:22]([S:26]([NH:29][C:30]3[CH:38]=[C:37]([Br:39])[CH:36]=[CH:35][C:31]=3[C:32]([NH:6][C@@H:5]([CH2:7][C:8]3[CH:13]=[CH:12][C:11]([Cl:14])=[C:10]([Br:15])[CH:9]=3)[C:4]([OH:3])=[O:16])=[O:33])(=[O:28])=[O:27])=[CH:23][CH:24]=[CH:25][C:18]=12, predict the reactants needed to synthesize it. (5) Given the product [Cl:21][C:18]1[CH:19]=[CH:20][C:15]([N:7]2[C:6](=[O:22])[C:5]3[C:10](=[CH:11][C:2]([OH:24])=[CH:3][CH:4]=3)[N:9]=[C:8]2[CH:12]([CH3:14])[CH3:13])=[CH:16][CH:17]=1, predict the reactants needed to synthesize it. The reactants are: N[C:2]1[CH:11]=[C:10]2[C:5]([C:6](=[O:22])[N:7]([C:15]3[CH:20]=[CH:19][C:18]([Cl:21])=[CH:17][CH:16]=3)[C:8]([CH:12]([CH3:14])[CH3:13])=[N:9]2)=[CH:4][CH:3]=1.N([O-])=[O:24].[Na+].[OH-].[Na+].